Dataset: Peptide-MHC class II binding affinity with 134,281 pairs from IEDB. Task: Regression. Given a peptide amino acid sequence and an MHC pseudo amino acid sequence, predict their binding affinity value. This is MHC class II binding data. (1) The peptide sequence is LGHRDALEDDLLNRN. The MHC is HLA-DPA10103-DPB10401 with pseudo-sequence HLA-DPA10103-DPB10401. The binding affinity (normalized) is 0.117. (2) The peptide sequence is SVRIRVRSGGHDYEG. The MHC is DRB1_1602 with pseudo-sequence DRB1_1602. The binding affinity (normalized) is 0.284.